Dataset: Reaction yield outcomes from USPTO patents with 853,638 reactions. Task: Predict the reaction yield, written as a fraction of the theoretical maximum amount of product (1.0 means a 100% yield; for example, 0.34 means a 34% yield). (1) The reactants are CS(O[CH:6]([C:22]1[CH:27]=[CH:26][C:25]([Br:28])=[CH:24][CH:23]=1)[CH2:7][CH2:8][CH:9](OS(C)(=O)=O)[C:10]1[CH:15]=[CH:14][C:13]([Br:16])=[CH:12][CH:11]=1)(=O)=O.[F:29][C:30]([F:39])([F:38])[C:31]1[CH:37]=[CH:36][C:34]([NH2:35])=[CH:33][CH:32]=1. The catalyst is CN(C=O)C. The product is [Br:16][C:13]1[CH:14]=[CH:15][C:10]([C@H:9]2[CH2:8][CH2:7][C@@H:6]([C:22]3[CH:27]=[CH:26][C:25]([Br:28])=[CH:24][CH:23]=3)[N:35]2[C:34]2[CH:36]=[CH:37][C:31]([C:30]([F:29])([F:38])[F:39])=[CH:32][CH:33]=2)=[CH:11][CH:12]=1. The yield is 0.100. (2) The reactants are [CH:1]([C:4]1[CH:9]=[CH:8][C:7]([C:10]2[C:14]3[C:15]([CH3:20])=[CH:16][C:17]([CH3:19])=[CH:18][C:13]=3[S:12][CH:11]=2)=[CH:6][CH:5]=1)([CH3:3])[CH3:2]. The catalyst is CO. The product is [CH:1]([C:4]1[CH:9]=[CH:8][C:7]([CH:10]2[C:14]3[C:15]([CH3:20])=[CH:16][C:17]([CH3:19])=[CH:18][C:13]=3[S:12][CH2:11]2)=[CH:6][CH:5]=1)([CH3:3])[CH3:2]. The yield is 0.850. (3) The reactants are CCCCCC.C([Li])CCC.Br[C:13]1[CH:18]=[CH:17][C:16]([C:19]2[N:24]=[C:23]([C:25]3[CH:30]=[CH:29][C:28]([C:31]([CH3:34])([CH3:33])[CH3:32])=[CH:27][CH:26]=3)[N:22]=[C:21]([C:35]3[CH:40]=[CH:39][C:38]([C:41]([CH3:44])([CH3:43])[CH3:42])=[CH:37][CH:36]=3)[N:20]=2)=[CH:15][CH:14]=1.Br[C:46]1[N:51]=[C:50]([C:52]2[CH:57]=[CH:56][CH:55]=[CH:54][N:53]=2)[CH:49]=[CH:48][CH:47]=1. The catalyst is C1C=CC([P]([Pd]([P](C2C=CC=CC=2)(C2C=CC=CC=2)C2C=CC=CC=2)([P](C2C=CC=CC=2)(C2C=CC=CC=2)C2C=CC=CC=2)[P](C2C=CC=CC=2)(C2C=CC=CC=2)C2C=CC=CC=2)(C2C=CC=CC=2)C2C=CC=CC=2)=CC=1.O1CCCC1. The product is [C:31]([C:28]1[CH:27]=[CH:26][C:25]([C:23]2[N:22]=[C:21]([C:35]3[CH:40]=[CH:39][C:38]([C:41]([CH3:43])([CH3:44])[CH3:42])=[CH:37][CH:36]=3)[N:20]=[C:19]([C:16]3[CH:15]=[CH:14][C:13]([C:46]4[N:51]=[C:50]([C:52]5[CH:57]=[CH:56][CH:55]=[CH:54][N:53]=5)[CH:49]=[CH:48][CH:47]=4)=[CH:18][CH:17]=3)[N:24]=2)=[CH:30][CH:29]=1)([CH3:32])([CH3:33])[CH3:34]. The yield is 0.710. (4) The reactants are I[C:2]1[CH:3]=[C:4]([CH:15]=[CH:16][CH:17]=1)/[CH:5]=[CH:6]/[C:7]1[C:12]([CH3:13])=[CH:11][CH:10]=[CH:9][C:8]=1[CH3:14].[CH3:18][CH2:19][N:20](CC)CC.C(OC)(=O)C[SH:27]. The catalyst is CN1C(=O)CCC1.O.C1C=CC(/C=C/C(/C=C/C2C=CC=CC=2)=O)=CC=1.C1C=CC(/C=C/C(/C=C/C2C=CC=CC=2)=O)=CC=1.C1C=CC(/C=C/C(/C=C/C2C=CC=CC=2)=O)=CC=1.[Pd].[Pd].C1(P(C2C=CC=CC=2)[C-]2C=CC=C2)C=CC=CC=1.[C-]1(P(C2C=CC=CC=2)C2C=CC=CC=2)C=CC=C1.[Fe+2]. The product is [CH3:14][C:8]1[CH:9]=[CH:10][CH:11]=[C:12]([CH3:13])[C:7]=1/[CH:6]=[CH:5]/[C:4]1[CH:3]=[C:2]([S:27][CH2:18][CH2:19][NH2:20])[CH:17]=[CH:16][CH:15]=1. The yield is 0.920. (5) The reactants are [CH3:1][O:2][C:3]([C:5]1[CH:6]=[C:7]([CH:11]=[CH:12][CH:13]=1)[C:8](O)=[O:9])=[O:4]. The catalyst is C1COCC1. The product is [OH:9][CH2:8][C:7]1[CH:6]=[C:5]([CH:13]=[CH:12][CH:11]=1)[C:3]([O:2][CH3:1])=[O:4]. The yield is 0.870.